From a dataset of Full USPTO retrosynthesis dataset with 1.9M reactions from patents (1976-2016). Predict the reactants needed to synthesize the given product. (1) Given the product [CH3:19][O:18][C:15]1[CH:14]=[CH:13][C:12]([CH2:11][CH2:10][NH:9][C:7](=[O:8])[CH3:6])=[CH:17][CH:16]=1, predict the reactants needed to synthesize it. The reactants are: NCCCN(C1C=C(C)N=C(N2C=CN=C2)N=1)[CH2:6][C:7]([NH:9][CH2:10][CH2:11][C:12]1[CH:17]=[CH:16][C:15]([O:18][CH3:19])=[CH:14][CH:13]=1)=[O:8].O.[O-]C#N.[K+]. (2) Given the product [CH2:1]([O:8][C:9]1[CH:14]=[CH:13][C:12]([C@H:15]([C@H:16]2[CH2:20][CH2:19][CH2:18][NH:17]2)[NH:28][C:29](=[O:38])[C@H:30]([C:32]2[CH:37]=[CH:36][CH:35]=[CH:34][CH:33]=2)[CH3:31])=[CH:11][CH:10]=1)[C:2]1[CH:3]=[CH:4][CH:5]=[CH:6][CH:7]=1, predict the reactants needed to synthesize it. The reactants are: [CH2:1]([O:8][C:9]1[CH:14]=[CH:13][C:12]([C@@H:15]([NH:28][C:29](=[O:38])[C@H:30]([C:32]2[CH:37]=[CH:36][CH:35]=[CH:34][CH:33]=2)[CH3:31])[C@@H:16]2[CH2:20][CH2:19][CH2:18][N:17]2C(OC(C)(C)C)=O)=[CH:11][CH:10]=1)[C:2]1[CH:7]=[CH:6][CH:5]=[CH:4][CH:3]=1.Cl.